This data is from Reaction yield outcomes from USPTO patents with 853,638 reactions. The task is: Predict the reaction yield, written as a fraction of the theoretical maximum amount of product (1.0 means a 100% yield; for example, 0.34 means a 34% yield). (1) The reactants are C1(C(C2C=CC=CC=2)(C2C=CC=CC=2)[N:8]2[CH:12]=[C:11]([C:13]3[CH:18]=[C:17]([C:19]([O:21][CH3:22])=[O:20])[CH:16]=[CH:15][N:14]=3)[N:10]=[CH:9]2)C=CC=CC=1.N1C=C(C2C=C(C#N)C=CN=2)N=C1. No catalyst specified. The product is [NH:8]1[CH:12]=[C:11]([C:13]2[CH:18]=[C:17]([C:19]([O:21][CH3:22])=[O:20])[CH:16]=[CH:15][N:14]=2)[N:10]=[CH:9]1. The yield is 0.440. (2) The reactants are [O:1]=[C:2]1[C:6]2([CH2:11][CH2:10][N:9]([CH2:12][CH2:13][CH2:14][N:15]3[C:19]4[CH:20]=[CH:21][CH:22]=[CH:23][C:18]=4[S:17][C:16]3=[O:24])[CH2:8][CH2:7]2)[N:5]([C:25]2[CH:30]=[CH:29][CH:28]=[CH:27][CH:26]=2)[CH2:4][N:3]1[CH2:31][C:32]1[CH:33]=[C:34]([CH:39]=[CH:40][CH:41]=1)[C:35]([O:37]C)=[O:36].O.[OH-].[Li+]. The catalyst is CO.O. The product is [O:1]=[C:2]1[C:6]2([CH2:7][CH2:8][N:9]([CH2:12][CH2:13][CH2:14][N:15]3[C:19]4[CH:20]=[CH:21][CH:22]=[CH:23][C:18]=4[S:17][C:16]3=[O:24])[CH2:10][CH2:11]2)[N:5]([C:25]2[CH:30]=[CH:29][CH:28]=[CH:27][CH:26]=2)[CH2:4][N:3]1[CH2:31][C:32]1[CH:33]=[C:34]([CH:39]=[CH:40][CH:41]=1)[C:35]([OH:37])=[O:36]. The yield is 0.360. (3) The reactants are [CH3:1][O:2][C:3]1[CH:4]=[C:5]2[C:10](=[CH:11][C:12]=1[O:13][CH3:14])[N:9]=[CH:8][CH:7]=[C:6]2[O:15][C:16]1[C:17]([CH:23]([C:25]2[CH:30]=[CH:29][CH:28]=[CH:27][CH:26]=2)[OH:24])=[N:18][C:19]([CH3:22])=[CH:20][CH:21]=1.C(N(CC)CC)C.[C:38](OC(=O)C)(=[O:40])[CH3:39].O. The catalyst is C(Cl)(Cl)Cl.CN(C)C1C=CN=CC=1. The product is [C:38]([O:24][CH:23]([C:17]1[C:16]([O:15][C:6]2[C:5]3[C:10](=[CH:11][C:12]([O:13][CH3:14])=[C:3]([O:2][CH3:1])[CH:4]=3)[N:9]=[CH:8][CH:7]=2)=[CH:21][CH:20]=[C:19]([CH3:22])[N:18]=1)[C:25]1[CH:30]=[CH:29][CH:28]=[CH:27][CH:26]=1)(=[O:40])[CH3:39]. The yield is 0.890. (4) The reactants are [Cl:1][C:2]1[CH:3]=[C:4]([CH:24]=[CH:25][CH:26]=1)[C:5]([NH:7][C:8]1[CH:9]=[CH:10][C:11]([O:17][C:18]2[CH:23]=[CH:22][CH:21]=[CH:20][CH:19]=2)=[C:12]([CH:16]=1)[C:13](O)=[O:14])=[O:6].O=C1N([ClH]P([ClH]N2CCOC2=O)=O)CCO1.C1N(P(Cl)(N2C(=O)OCC2)=O)C(=O)OC1.C(N(C(C)C)CC)(C)C.[CH3:67][C:68]1[CH:74]=[C:73]([C:75]([F:84])([C:80]([F:83])([F:82])[F:81])[C:76]([F:79])([F:78])[F:77])[CH:72]=[C:71]([CH3:85])[C:69]=1[NH2:70]. The catalyst is ClCCl. The product is [Cl:1][C:2]1[CH:3]=[C:4]([CH:24]=[CH:25][CH:26]=1)[C:5]([NH:7][C:8]1[CH:9]=[CH:10][C:11]([O:17][C:18]2[CH:19]=[CH:20][CH:21]=[CH:22][CH:23]=2)=[C:12]([CH:16]=1)[C:13]([NH:70][C:69]1[C:71]([CH3:85])=[CH:72][C:73]([C:75]([F:84])([C:76]([F:77])([F:78])[F:79])[C:80]([F:81])([F:82])[F:83])=[CH:74][C:68]=1[CH3:67])=[O:14])=[O:6]. The yield is 0.320. (5) The reactants are [CH3:1][N:2](C1C2(CCCC2)CNC1)[C:3]1[CH:8]=[CH:7][N:6]=[C:5]([NH:9][C:10]2[CH:11]=[N:12][N:13]([CH3:15])[CH:14]=2)[N:4]=1.[C:25]([OH:29])(=O)[CH:26]=[CH2:27].CN(C(ON1N=N[C:40]2[CH:41]=[CH:42][CH:43]=N[C:39]1=2)=[N+](C)C)C.F[P-](F)(F)(F)(F)F.CC[N:56]([CH2:59][CH3:60])[CH2:57][CH3:58]. The catalyst is C(Cl)Cl. The product is [CH3:1][N:2]([C:3]1[CH:8]=[CH:7][N:6]=[C:5]([NH:9][C:10]2[CH:11]=[N:12][N:13]([CH3:15])[CH:14]=2)[N:4]=1)[CH:41]1[CH2:42][CH2:43][C:58]2([CH2:57][N:56]([C:25](=[O:29])[CH:26]=[CH2:27])[CH2:59][CH2:60]2)[CH2:39][CH2:40]1. The yield is 0.210. (6) The reactants are [OH:1][C:2]1[CH:3]=[CH:4][C:5]([O:10][CH3:11])=[C:6]([CH:9]=1)[CH:7]=[O:8].Cl.Cl[CH2:14][C:15]1[C:16]([C:21]2[N:25]([CH:26]([CH3:28])[CH3:27])[N:24]=[CH:23][CH:22]=2)=[N:17][CH:18]=[CH:19][CH:20]=1.C([O-])([O-])=O.[K+].[K+]. The catalyst is CN(C=O)C. The product is [CH:26]([N:25]1[C:21]([C:16]2[C:15]([CH2:14][O:1][C:2]3[CH:3]=[CH:4][C:5]([O:10][CH3:11])=[C:6]([CH:9]=3)[CH:7]=[O:8])=[CH:20][CH:19]=[CH:18][N:17]=2)=[CH:22][CH:23]=[N:24]1)([CH3:28])[CH3:27]. The yield is 0.650. (7) The reactants are [NH2:1][C:2]1[CH:3]=[C:4]([C:8]([C:10]2[C:18]3[C:17](SC)=[N:16][CH:15]=[N:14][C:13]=3[N:12]([CH3:21])[CH:11]=2)=[O:9])[CH:5]=[N:6][CH:7]=1. The catalyst is O1CCOCC1.[Ni]. The product is [NH2:1][C:2]1[CH:3]=[C:4]([C:8]([C:10]2[C:18]3[CH:17]=[N:16][CH:15]=[N:14][C:13]=3[N:12]([CH3:21])[CH:11]=2)=[O:9])[CH:5]=[N:6][CH:7]=1. The yield is 0.150. (8) The reactants are [BH4-].[Li+].C[O:4][C:5]([C@H:7]1[CH2:11][C@@H:10]([N:12]=[N+:13]=[N-:14])[CH2:9][N:8]1[C:15]([O:17][C:18]([CH3:21])([CH3:20])[CH3:19])=[O:16])=O.C(=O)(O)[O-].[Na+]. The catalyst is CCOCC. The product is [C:18]([O:17][C:15]([N:8]1[CH2:9][C@H:10]([N:12]=[N+:13]=[N-:14])[CH2:11][C@@H:7]1[CH2:5][OH:4])=[O:16])([CH3:21])([CH3:20])[CH3:19]. The yield is 0.960. (9) The reactants are [NH2:1][C:2]1[N:3]=[CH:4][C:5]([C:21]2[CH:31]=[CH:30][C:24]([C:25]([N:27]([CH3:29])[CH3:28])=[O:26])=[CH:23][CH:22]=2)=[N:6][C:7]=1[C:8]1[O:9][C:10]([C:13]2[CH:18]=[CH:17][C:16]([CH2:19]Br)=[CH:15][CH:14]=2)=[N:11][N:12]=1.[CH3:32][NH2:33]. No catalyst specified. The product is [NH2:1][C:2]1[N:3]=[CH:4][C:5]([C:21]2[CH:31]=[CH:30][C:24]([C:25]([N:27]([CH3:29])[CH3:28])=[O:26])=[CH:23][CH:22]=2)=[N:6][C:7]=1[C:8]1[O:9][C:10]([C:13]2[CH:18]=[CH:17][C:16]([CH2:19][NH:33][CH3:32])=[CH:15][CH:14]=2)=[N:11][N:12]=1. The yield is 0.190. (10) The reactants are Cl[C:2]1[C:11]2[C:6](=[CH:7][CH:8]=[CH:9][CH:10]=2)[N:5]=[CH:4][N:3]=1.CCN(C(C)C)C(C)C.C([N:28]1[CH2:33][CH2:32][NH:31][CH2:30][CH2:29]1)(OC(C)(C)C)=O.Cl.O1CCOCC1. The catalyst is CC(O)C. The product is [N:28]1([C:2]2[C:11]3[C:6](=[CH:7][CH:8]=[CH:9][CH:10]=3)[N:5]=[CH:4][N:3]=2)[CH2:33][CH2:32][NH:31][CH2:30][CH2:29]1. The yield is 0.960.